Predict the reactants needed to synthesize the given product. From a dataset of Full USPTO retrosynthesis dataset with 1.9M reactions from patents (1976-2016). (1) Given the product [NH2:20][C:6]1[CH:5]=[CH:4][C:3]([CH2:1][CH3:2])=[CH:8][N:7]=1.[CH2:16]([C:18]1[CH:19]=[N:20][CH:21]=[CH:22][CH:23]=1)[CH3:17], predict the reactants needed to synthesize it. The reactants are: [CH2:1]([C:3]1[CH:4]=[CH:5][C:6](=O)[N:7](C2C=CC=CC=2)[CH:8]=1)[CH3:2].[CH2:16]([C:18]1[CH:19]=[N:20][CH:21]=[CH:22][CH:23]=1)[CH3:17]. (2) The reactants are: [F:1][C:2]1[CH:7]=[CH:6][C:5]([CH2:8][C:9]2[CH:18]=[C:17]3[C:12]([C:13]([OH:36])=[C:14]([C:31]([O:33]CC)=O)[C:15](=[O:30])[N:16]3[CH2:19][CH2:20][CH2:21][N:22]3[CH2:28][CH2:27][CH2:26][CH2:25][CH2:24][C:23]3=[O:29])=[N:11][CH:10]=2)=[CH:4][CH:3]=1.[CH3:37][NH2:38]. Given the product [F:1][C:2]1[CH:7]=[CH:6][C:5]([CH2:8][C:9]2[CH:18]=[C:17]3[C:12]([C:13]([OH:36])=[C:14]([C:31]([NH:38][CH3:37])=[O:33])[C:15](=[O:30])[N:16]3[CH2:19][CH2:20][CH2:21][N:22]3[CH2:28][CH2:27][CH2:26][CH2:25][CH2:24][C:23]3=[O:29])=[N:11][CH:10]=2)=[CH:4][CH:3]=1, predict the reactants needed to synthesize it. (3) Given the product [NH2:1][C:2]1[CH:7]=[CH:6][C:5]([C:8]2[C:9]3[NH:13][C:12]([C:14]([C:52]4[CH:53]=[C:54]([OH:60])[CH:55]=[C:56]([OH:58])[CH:57]=4)=[C:15]4[N:51]=[C:18]([C:19]([C:41]5[CH:46]=[C:45]([OH:47])[CH:44]=[C:43]([OH:49])[CH:42]=5)=[C:20]5[NH:40][C:23](=[C:24]([C:30]6[CH:35]=[C:34]([OH:36])[CH:33]=[C:32]([OH:38])[CH:31]=6)[C:25]6[CH:26]=[CH:27][C:28]=2[N:29]=6)[CH:22]=[CH:21]5)[CH:17]=[CH:16]4)=[CH:11][CH:10]=3)=[CH:4][CH:3]=1, predict the reactants needed to synthesize it. The reactants are: [NH2:1][C:2]1[CH:7]=[CH:6][C:5]([C:8]2[C:9]3[NH:13][C:12]([C:14]([C:52]4[CH:57]=[C:56]([O:58]C)[CH:55]=[C:54]([O:60]C)[CH:53]=4)=[C:15]4[N:51]=[C:18]([C:19]([C:41]5[CH:46]=[C:45]([O:47]C)[CH:44]=[C:43]([O:49]C)[CH:42]=5)=[C:20]5[NH:40][C:23](=[C:24]([C:30]6[CH:35]=[C:34]([O:36]C)[CH:33]=[C:32]([O:38]C)[CH:31]=6)[C:25]6[CH:26]=[CH:27][C:28]=2[N:29]=6)[CH:22]=[CH:21]5)[CH:17]=[CH:16]4)=[CH:11][CH:10]=3)=[CH:4][CH:3]=1.C(Cl)(Cl)Cl.B(Br)(Br)Br.